Dataset: Full USPTO retrosynthesis dataset with 1.9M reactions from patents (1976-2016). Task: Predict the reactants needed to synthesize the given product. The reactants are: [C:1]1([C:7]2[C:8]([C:13]3[CH:18]=[CH:17][CH:16]=[CH:15][CH:14]=3)=[CH:9][CH:10]=[CH:11][CH:12]=2)[CH:6]=[CH:5][CH:4]=[CH:3][CH:2]=1.[H][H].C(Cl)(Cl)[Cl:22]. Given the product [Cl:22][C:16]1[CH:17]=[CH:18][C:13]([C:8]2[C:7]([C:1]3[CH:2]=[CH:3][CH:4]=[CH:5][CH:6]=3)=[CH:12][CH:11]=[CH:10][CH:9]=2)=[CH:14][CH:15]=1, predict the reactants needed to synthesize it.